From a dataset of Reaction yield outcomes from USPTO patents with 853,638 reactions. Predict the reaction yield, written as a fraction of the theoretical maximum amount of product (1.0 means a 100% yield; for example, 0.34 means a 34% yield). The product is [N:22]1[CH:23]=[CH:24][CH:25]=[CH:26][C:21]=1[N:2]1[CH2:7][CH2:6][CH:5]([CH2:8][C:9]([O:11][CH2:12][CH3:13])=[O:10])[CH2:4][CH2:3]1. The catalyst is CN(C=O)C.O. The yield is 0.199. The reactants are Cl.[NH:2]1[CH2:7][CH2:6][CH:5]([CH2:8][C:9]([O:11][CH2:12][CH3:13])=[O:10])[CH2:4][CH2:3]1.C([O-])([O-])=O.[K+].[K+].Br[C:21]1[CH:26]=[CH:25][CH:24]=[CH:23][N:22]=1.